Dataset: Forward reaction prediction with 1.9M reactions from USPTO patents (1976-2016). Task: Predict the product of the given reaction. (1) The product is: [C:20]([C:24]1[N:25]([CH2:12][C@@H:13]2[CH2:17][O:16][C:15]([CH3:18])([CH3:19])[O:14]2)[C:26]2[C:31]([CH:32]=1)=[CH:30][C:29]([N+:33]([O-:35])=[O:34])=[CH:28][CH:27]=2)([CH3:23])([CH3:21])[CH3:22]. Given the reactants CC1C=CC(S(O[CH2:12][C@@H:13]2[CH2:17][O:16][C:15]([CH3:19])([CH3:18])[O:14]2)(=O)=O)=CC=1.[C:20]([C:24]1[NH:25][C:26]2[C:31]([CH:32]=1)=[CH:30][C:29]([N+:33]([O-:35])=[O:34])=[CH:28][CH:27]=2)([CH3:23])([CH3:22])[CH3:21].C([O-])([O-])=O.[Cs+].[Cs+], predict the reaction product. (2) Given the reactants [CH3:1][C@@H:2]1[NH:7][CH2:6][CH2:5][N:4]([CH2:8][C:9]2[CH:14]=[CH:13][C:12]([N:15]3[CH2:20][CH2:19][O:18][CH2:17][CH2:16]3)=[CH:11][C:10]=2[C:21]([F:24])([F:23])[F:22])[CH2:3]1.[C:25](=O)([O:34]N1C(=O)CCC1=O)[O:26][N:27]1[C:31](=[O:32])[CH2:30][CH2:29][C:28]1=[O:33].C(N(CC)CC)C, predict the reaction product. The product is: [CH3:1][C@H:2]1[CH2:3][N:4]([CH2:8][C:9]2[CH:14]=[CH:13][C:12]([N:15]3[CH2:20][CH2:19][O:18][CH2:17][CH2:16]3)=[CH:11][C:10]=2[C:21]([F:24])([F:22])[F:23])[CH2:5][CH2:6][N:7]1[C:25]([O:26][N:27]1[C:31](=[O:32])[CH2:30][CH2:29][C:28]1=[O:33])=[O:34]. (3) Given the reactants [CH3:1][Si:2]([CH3:48])([CH3:47])[CH2:3][CH2:4][O:5][CH2:6][N:7]([CH2:39][O:40][CH2:41][CH2:42][Si:43]([CH3:46])([CH3:45])[CH3:44])[C:8]1[N:13]2[N:14]=[CH:15][C:16]([C:17]3[CH:18]=[N:19][C:20]4[C:25]([CH:26]=3)=[CH:24][CH:23]=[CH:22][CH:21]=4)=[C:12]2[N:11]=[C:10]([CH:27]2[CH2:32][CH2:31]C(CC(OCC)=O)[CH2:29][CH2:28]2)[CH:9]=1.C[Si](C)(C)CCOCN(COCC[Si](C)(C)C)C1N2N=CC(I)=C2N=C(C2CC[N:69]([C:72]([O:74][C:75]([CH3:78])([CH3:77])[CH3:76])=[O:73])CC2)C=1.C[Si](C)(C)CCOCN(COCC[Si](C)(C)C)C1N2N=CC(I)=C2N=C(C2CCC(CC(OCC)=O)CC2)C=1, predict the reaction product. The product is: [CH3:46][Si:43]([CH3:45])([CH3:44])[CH2:42][CH2:41][O:40][CH2:39][N:7]([CH2:6][O:5][CH2:4][CH2:3][Si:2]([CH3:1])([CH3:47])[CH3:48])[C:8]1[N:13]2[N:14]=[CH:15][C:16]([C:17]3[CH:18]=[N:19][C:20]4[C:25]([CH:26]=3)=[CH:24][CH:23]=[CH:22][CH:21]=4)=[C:12]2[N:11]=[C:10]([CH:27]2[CH2:32][CH2:31][N:69]([C:72]([O:74][C:75]([CH3:78])([CH3:77])[CH3:76])=[O:73])[CH2:29][CH2:28]2)[CH:9]=1. (4) The product is: [F:4][C:5]1[CH:10]=[CH:9][C:8]([C:11]([NH:13][C@H:14]([C:25]([OH:27])=[O:26])[C@@H:15]([CH3:24])[O:16][CH2:17][C:18]2[CH:19]=[CH:20][CH:21]=[CH:22][CH:23]=2)=[O:12])=[C:7]([NH:35][C:36]([NH:38][C:39]2[C:44]([CH3:45])=[CH:43][C:42]([CH3:46])=[CH:41][C:40]=2[CH3:47])=[O:37])[CH:6]=1. Given the reactants O.[OH-].[Li+].[F:4][C:5]1[CH:10]=[CH:9][C:8]([C:11]([NH:13][C@H:14]([C:25]([O:27]CC2C=CC=CC=2)=[O:26])[C@@H:15]([CH3:24])[O:16][CH2:17][C:18]2[CH:23]=[CH:22][CH:21]=[CH:20][CH:19]=2)=[O:12])=[C:7]([NH:35][C:36]([NH:38][C:39]2[C:44]([CH3:45])=[CH:43][C:42]([CH3:46])=[CH:41][C:40]=2[CH3:47])=[O:37])[CH:6]=1.O.Cl, predict the reaction product. (5) Given the reactants [F:1][C:2]([F:7])([F:6])[C:3]([OH:5])=[O:4].FC(F)(F)C(O)=O.[Cl:15][C:16]1[CH:17]=[N:18][C:19]2[NH:20][C:21]3[CH:22]=[CH:23][CH:24]=[C:25]([CH:46]=3)[CH2:26][CH2:27][C:28]3[CH:36]=[C:32]([NH:33][C:34]=1[N:35]=2)[CH:31]=[CH:30][C:29]=3[NH:37][C:38]([CH:40]1[CH2:45][CH2:44][NH:43][CH2:42][CH2:41]1)=[O:39].[O:47]1[C:51]2[CH:52]=[CH:53][C:54]([C:56](Cl)=[O:57])=[CH:55][C:50]=2[O:49][CH2:48]1, predict the reaction product. The product is: [F:1][C:2]([F:7])([F:6])[C:3]([OH:5])=[O:4].[O:47]1[C:51]2[CH:52]=[CH:53][C:54]([C:56]([N:43]3[CH2:44][CH2:45][CH:40]([C:38]([NH:37][C:29]4[CH:30]=[CH:31][C:32]5[NH:33][C:34]6[N:35]=[C:19]([NH:20][C:21]7[CH:22]=[CH:23][CH:24]=[C:25]([CH:46]=7)[CH2:26][CH2:27][C:28]=4[CH:36]=5)[N:18]=[CH:17][C:16]=6[Cl:15])=[O:39])[CH2:41][CH2:42]3)=[O:57])=[CH:55][C:50]=2[O:49][CH2:48]1. (6) Given the reactants [O:1]=[C:2]1[C:23]2[C:18](=[CH:19][CH:20]=[CH:21][CH:22]=2)[O:17][C:4]2([CH2:9][CH2:8][N:7](C(OC(C)(C)C)=O)[CH2:6][CH2:5]2)[CH2:3]1.[ClH:24], predict the reaction product. The product is: [ClH:24].[NH:7]1[CH2:8][CH2:9][C:4]2([CH2:3][C:2](=[O:1])[C:23]3[C:18](=[CH:19][CH:20]=[CH:21][CH:22]=3)[O:17]2)[CH2:5][CH2:6]1. (7) Given the reactants [C:1]([C:3]1[CH:11]=[CH:10][C:6]([C:7]([OH:9])=O)=[CH:5][C:4]=1[N:12]1[CH2:17][CH2:16][CH:15]([N:18]2[C:26]3[C:21](=[N:22][CH:23]=[CH:24][CH:25]=3)[NH:20][C:19]2=[O:27])[CH2:14][CH2:13]1)#[N:2].[F:28][C:29]1[CH:30]=[C:31]2[C:35](=[CH:36][CH:37]=1)[NH:34][CH2:33][CH2:32]2.CN(C(ON1N=NC2C=CC=CC1=2)=[N+](C)C)C.[B-](F)(F)(F)F, predict the reaction product. The product is: [F:28][C:29]1[CH:30]=[C:31]2[C:35](=[CH:36][CH:37]=1)[N:34]([C:7]([C:6]1[CH:10]=[CH:11][C:3]([C:1]#[N:2])=[C:4]([N:12]3[CH2:17][CH2:16][CH:15]([N:18]4[C:26]5[C:21](=[N:22][CH:23]=[CH:24][CH:25]=5)[NH:20][C:19]4=[O:27])[CH2:14][CH2:13]3)[CH:5]=1)=[O:9])[CH2:33][CH2:32]2.